This data is from Forward reaction prediction with 1.9M reactions from USPTO patents (1976-2016). The task is: Predict the product of the given reaction. (1) Given the reactants [O:1]1[CH2:6][CH2:5][N:4]([CH2:7][CH2:8][C:9]2[CH:10]=[CH:11][C:12]3[N:13]([C:15]([C:18]([OH:20])=O)=[CH:16][N:17]=3)[CH:14]=2)[CH2:3][CH2:2]1.C(Cl)(=O)C(Cl)=O.CN(C)C=O.[NH2:32][C:33]1[CH:34]=[C:35]([C:40]2[N:44]=[C:43]([CH:45]3[CH2:48][N:47]([C:49]([O:51][CH3:52])=[O:50])[CH2:46]3)[O:42][N:41]=2)[CH:36]=[CH:37][C:38]=1[CH3:39], predict the reaction product. The product is: [CH3:39][C:38]1[CH:37]=[CH:36][C:35]([C:40]2[N:44]=[C:43]([CH:45]3[CH2:46][N:47]([C:49]([O:51][CH3:52])=[O:50])[CH2:48]3)[O:42][N:41]=2)=[CH:34][C:33]=1[NH:32][C:18]([C:15]1[N:13]2[CH:14]=[C:9]([CH2:8][CH2:7][N:4]3[CH2:3][CH2:2][O:1][CH2:6][CH2:5]3)[CH:10]=[CH:11][C:12]2=[N:17][CH:16]=1)=[O:20]. (2) The product is: [CH2:36]([O:35][C:33](=[O:34])[CH2:32][C:27]1([CH:28]([CH3:30])[CH3:29])[C:9]2[NH:10][C:11]3[C:7]([C:8]=2[CH2:12][CH2:13][O:14]1)=[CH:6][CH:5]=[CH:4][C:3]=3[CH2:1][CH3:2])[CH3:37]. Given the reactants [CH2:1]([C:3]1[CH:4]=[CH:5][CH:6]=[C:7]2[C:11]=1[NH:10][CH:9]=[C:8]2[CH2:12][CH2:13][OH:14])[CH3:2].N1C2C(=CC=CC=2)C(CCO)=C1.[C:27]([CH2:32][C:33]([O:35][CH2:36][CH3:37])=[O:34])(=O)[CH:28]([CH3:30])[CH3:29], predict the reaction product.